Predict which catalyst facilitates the given reaction. From a dataset of Catalyst prediction with 721,799 reactions and 888 catalyst types from USPTO. (1) Reactant: [NH2:1][C:2]1[CH:18]=[CH:17][C:5]([C:6]([N:8]([CH2:10][CH:11]2[CH2:16][CH2:15][CH2:14][CH2:13][CH2:12]2)[CH3:9])=[O:7])=[CH:4][CH:3]=1.CN1CCOCC1.Cl[C:27]([O:29][CH2:30][CH:31]=[CH2:32])=[O:28]. Product: [CH2:30]([O:29][C:27](=[O:28])[NH:1][C:2]1[CH:18]=[CH:17][C:5]([C:6](=[O:7])[N:8]([CH2:10][CH:11]2[CH2:12][CH2:13][CH2:14][CH2:15][CH2:16]2)[CH3:9])=[CH:4][CH:3]=1)[CH:31]=[CH2:32]. The catalyst class is: 1. (2) Reactant: [N+:1]([C:4]1[CH:26]=[CH:25][CH:24]=[CH:23][C:5]=1[NH:6][C:7]1[CH:8]=[CH:9][C:10]2[C:16](=[O:17])[C:15]3[CH:18]=[CH:19][CH:20]=[CH:21][C:14]=3[CH2:13][O:12][C:11]=2[CH:22]=1)([O-])=O.O.O.[Sn](Cl)Cl.[OH-].[Na+]. Product: [NH2:1][C:4]1[CH:26]=[CH:25][CH:24]=[CH:23][C:5]=1[NH:6][C:7]1[CH:8]=[CH:9][C:10]2[C:16](=[O:17])[C:15]3[CH:18]=[CH:19][CH:20]=[CH:21][C:14]=3[CH2:13][O:12][C:11]=2[CH:22]=1. The catalyst class is: 8. (3) Reactant: S(=O)(=O)(O)O.[Br:6][C:7]1[CH:12]=[C:11]([F:13])[CH:10]=[CH:9][C:8]=1[CH2:14][C:15]([OH:17])=[O:16].[C:18]([O-])([O-])=O.[Na+].[Na+]. Product: [Br:6][C:7]1[CH:12]=[C:11]([F:13])[CH:10]=[CH:9][C:8]=1[CH2:14][C:15]([O:17][CH3:18])=[O:16]. The catalyst class is: 5. (4) The catalyst class is: 245. Reactant: [C:1]1([CH:7]([C:11]2[CH:16]=[CH:15][CH:14]=[CH:13][CH:12]=2)[CH2:8][CH2:9][NH2:10])[CH:6]=[CH:5][CH:4]=[CH:3][CH:2]=1.Br[CH2:18][C:19]#[N:20].C(=O)([O-])[O-].[K+].[K+]. Product: [C:19]([CH2:18][NH:10][CH2:9][CH2:8][CH:7]([C:1]1[CH:2]=[CH:3][CH:4]=[CH:5][CH:6]=1)[C:11]1[CH:12]=[CH:13][CH:14]=[CH:15][CH:16]=1)#[N:20]. (5) Reactant: [CH2:1]([C:3]1[CH:4]=[CH:5][C:6]([CH3:9])=[N:7][CH:8]=1)[CH3:2].ClC1C=CC=C(C(OO)=[O:18])C=1.[OH-].[Na+].C[O-].[Na+].CO. Product: [CH2:1]([C:3]1[CH:4]=[CH:5][C:6]([CH:9]=[O:18])=[N:7][CH:8]=1)[CH3:2]. The catalyst class is: 98. (6) Reactant: C([N:5]([C:15]1[N:16]([C:24]2[CH:29]=[CH:28][C:27]([Cl:30])=[CH:26][CH:25]=2)[N:17]=[C:18]2[C:23]=1[CH:22]=[CH:21][CH:20]=[CH:19]2)C(NC1CCCCC1)=O)CCC.N=[C:32]1[CH:37]=[CH:36][CH:35]=[N:34][CH2:33]1. Product: [Cl:30][C:27]1[CH:26]=[CH:25][C:24]([N:16]2[C:15]([NH:5][C:32]3[CH:33]=[N:34][CH:35]=[CH:36][CH:37]=3)=[C:23]3[C:18]([CH:19]=[CH:20][CH:21]=[CH:22]3)=[N:17]2)=[CH:29][CH:28]=1. The catalyst class is: 60. (7) Reactant: [CH3:1][O:2][C:3](=[O:18])[C@H:4]([OH:17])[CH2:5][NH:6][C:7]1[CH:16]=[CH:15][C:10]2[C:11]([CH3:14])=[N:12][O:13][C:9]=2[CH:8]=1.[C:19](N1C=CN=C1)(N1C=CN=C1)=[O:20].CC#N.O. Product: [CH3:1][O:2][C:3]([C@@H:4]1[O:17][C:19](=[O:20])[N:6]([C:7]2[CH:16]=[CH:15][C:10]3[C:11]([CH3:14])=[N:12][O:13][C:9]=3[CH:8]=2)[CH2:5]1)=[O:18]. The catalyst class is: 2.